Task: Predict the reactants needed to synthesize the given product.. Dataset: Full USPTO retrosynthesis dataset with 1.9M reactions from patents (1976-2016) (1) Given the product [F:21][C:18]1[CH:19]=[CH:20][C:15]([N:10]2[CH2:11][CH2:12][N:8]([C:3]3[CH:4]=[N:5][CH:6]=[CH:7][C:2]=3[CH3:1])[C:9]2=[O:13])=[CH:16][C:17]=1[O:22][CH3:23], predict the reactants needed to synthesize it. The reactants are: [CH3:1][C:2]1[CH:7]=[CH:6][N:5]=[CH:4][C:3]=1[N:8]1[CH2:12][CH2:11][NH:10][C:9]1=[O:13].Br[C:15]1[CH:20]=[CH:19][C:18]([F:21])=[C:17]([O:22][CH3:23])[CH:16]=1.N[C@@H]1CCCC[C@H]1N.P([O-])([O-])([O-])=O.[K+].[K+].[K+]. (2) Given the product [NH2:1][C:2]1[CH:3]=[C:4]2[C:9](=[CH:10][C:11]=1[OH:12])[N:8]=[C:7]([O:14][CH:15]([CH3:17])[CH3:16])[CH:6]=[C:5]2[C:18]([F:21])([F:19])[F:20], predict the reactants needed to synthesize it. The reactants are: [NH2:1][C:2]1[CH:3]=[C:4]2[C:9](=[CH:10][C:11]=1[O:12]C)[N:8]=[C:7]([O:14][CH:15]([CH3:17])[CH3:16])[CH:6]=[C:5]2[C:18]([F:21])([F:20])[F:19]. (3) Given the product [CH2:34]([O:33][C:31]([C:30]1[CH:29]([C:28]([F:27])([F:36])[F:37])[O:12][C:11]2[C:3]([CH:1]=1)=[CH:4][C:5]([C:6]([OH:8])=[O:7])=[CH:9][C:10]=2[CH3:13])=[O:32])[CH3:35], predict the reactants needed to synthesize it. The reactants are: [CH:1]([C:3]1[CH:4]=[C:5]([CH:9]=[C:10]([CH3:13])[C:11]=1[OH:12])[C:6]([OH:8])=[O:7])=O.C([O-])([O-])=O.[K+].[K+].C(N(CC)CC)C.[F:27][C:28]([F:37])([F:36])/[CH:29]=[CH:30]/[C:31]([O:33][CH2:34][CH3:35])=[O:32].Cl. (4) Given the product [Cl:13][C:14]1[C:19]([C:20]([F:21])([F:22])[F:23])=[C:18]([O:12][CH2:11][C@H:9]2[CH2:10][C@@H:8]2[C:5]2[CH:4]=[CH:3][C:2]([Cl:1])=[CH:7][CH:6]=2)[CH:17]=[CH:16][N:15]=1, predict the reactants needed to synthesize it. The reactants are: [Cl:1][C:2]1[CH:7]=[CH:6][C:5]([C@@H:8]2[CH2:10][C@H:9]2[CH2:11][OH:12])=[CH:4][CH:3]=1.[Cl:13][C:14]1[C:19]([C:20]([F:23])([F:22])[F:21])=[C:18](Cl)[CH:17]=[CH:16][N:15]=1.